From a dataset of Reaction yield outcomes from USPTO patents with 853,638 reactions. Predict the reaction yield, written as a fraction of the theoretical maximum amount of product (1.0 means a 100% yield; for example, 0.34 means a 34% yield). (1) The reactants are Br[C:2]1[CH:3]=[CH:4][C:5]([F:15])=[C:6]([C:8]2[CH:9]=[N:10][CH:11]=[C:12]([F:14])[CH:13]=2)[CH:7]=1.[B:16]1([B:16]2[O:20][C:19]([CH3:22])([CH3:21])[C:18]([CH3:24])([CH3:23])[O:17]2)[O:20][C:19]([CH3:22])([CH3:21])[C:18]([CH3:24])([CH3:23])[O:17]1. No catalyst specified. The product is [F:14][C:12]1[CH:11]=[N:10][CH:9]=[C:8]([C:6]2[CH:7]=[C:2]([B:16]3[O:20][C:19]([CH3:22])([CH3:21])[C:18]([CH3:24])([CH3:23])[O:17]3)[CH:3]=[CH:4][C:5]=2[F:15])[CH:13]=1. The yield is 0.220. (2) The catalyst is C(O)CO.CO.[Cu-]=O. The yield is 0.720. The reactants are Cl[C:2]1[C:11]2[C:6](=[CH:7][C:8]([O:12][CH3:13])=[CH:9][CH:10]=2)[CH:5]=[CH:4][N:3]=1.[NH3:14]. The product is [CH3:13][O:12][C:8]1[CH:7]=[C:6]2[C:11](=[CH:10][CH:9]=1)[C:2]([NH2:14])=[N:3][CH:4]=[CH:5]2. (3) The reactants are [O:1]1[C:5]2[C:6]3[C:7](=[CH:13][CH2:14][NH2:15])[CH2:8][CH2:9][C:10]=3[CH:11]=[CH:12][C:4]=2[N:3]=[CH:2]1.C(N(CC)CC)C.[C:23](O[C:23](=[O:26])[CH2:24][CH3:25])(=[O:26])[CH2:24][CH3:25].C(=O)([O-])O.[Na+]. The catalyst is O1CCCC1. The product is [O:1]1[C:5]2[C:6]3[C:7](=[CH:13][CH2:14][NH:15][C:23](=[O:26])[CH2:24][CH3:25])[CH2:8][CH2:9][C:10]=3[CH:11]=[CH:12][C:4]=2[N:3]=[CH:2]1. The yield is 0.890. (4) The reactants are [F:1][C:2]1[CH:3]=[C:4]([O:13][CH2:14][C:15]2[CH:20]=[CH:19][CH:18]=[CH:17][CH:16]=2)[C:5]([O:11][CH3:12])=[C:6]([CH2:8][C:9]#[N:10])[CH:7]=1.[H-].[Na+].[C:23](C1NC=CN=1)(=[O:25])[CH3:24].Cl. The catalyst is C1COCC1.C(OCC)(=O)C.O. The product is [F:1][C:2]1[CH:3]=[C:4]([O:13][CH2:14][C:15]2[CH:20]=[CH:19][CH:18]=[CH:17][CH:16]=2)[C:5]([O:11][CH3:12])=[C:6]([CH:8]([C:23](=[O:25])[CH3:24])[C:9]#[N:10])[CH:7]=1. The yield is 0.800. (5) The catalyst is C(#N)CC. The product is [CH3:17][NH:18][S:19]([C:22]1[CH:23]=[CH:24][C:25]([N:28]2[CH2:33][CH2:32][N:31]([CH2:2][C:3]3[CH:12]=[N:11][C:10]4[N:9]5[CH2:13][CH2:14][CH2:15][C@H:8]5[C:7](=[O:16])[NH:6][C:5]=4[CH:4]=3)[CH2:30][CH2:29]2)=[CH:26][CH:27]=1)(=[O:20])=[O:21]. The reactants are O[CH2:2][C:3]1[CH:12]=[N:11][C:10]2[N:9]3[CH2:13][CH2:14][CH2:15][C@H:8]3[C:7](=[O:16])[NH:6][C:5]=2[CH:4]=1.[CH3:17][NH:18][S:19]([C:22]1[CH:27]=[CH:26][C:25]([N:28]2[CH2:33][CH2:32][NH:31][CH2:30][CH2:29]2)=[CH:24][CH:23]=1)(=[O:21])=[O:20].[I-].C(C[P+](C)(C)C)#N.C(N(CC)C(C)C)(C)C. The yield is 0.528. (6) The reactants are [CH3:1][O:2][C:3]1[CH:11]=[C:10]2[C:6]([CH2:7][CH2:8][CH:9]2[NH:12][C:13]([NH2:15])=[O:14])=[CH:5][CH:4]=1.NC1[N:12]([CH:9]2[C:10]3[C:6](=[CH:5][CH:4]=[C:3]([O:2][CH3:1])[CH:11]=3)[CH2:7][CH2:8]2)[C:13](=[O:14])[NH:15]C(=O)C=1.C(CC(OCC)=O)#N.[Na].Cl. The catalyst is C(O)C. The product is [CH3:1][O:2][C:3]1[CH:11]=[C:10]2[C:6]([CH2:7][CH2:8][CH:9]2[NH:12][C:13]([NH2:15])=[O:14])=[CH:5][CH:4]=1. The yield is 0.262. (7) The reactants are [NH2:1][C:2]1[CH:7]=[CH:6][C:5]([O:8][C:9](=[O:11])[CH3:10])=[C:4]([F:12])[CH:3]=1.CO[CH:15]=[C:16]1[C:21](=[O:22])[O:20][C:19]([CH3:24])([CH3:23])[O:18][C:17]1=[O:25]. The catalyst is CCO. The product is [CH3:23][C:19]1([CH3:24])[O:18][C:17](=[O:25])[C:16](=[CH:15][NH:1][C:2]2[CH:7]=[CH:6][C:5]([O:8][C:9](=[O:11])[CH3:10])=[C:4]([F:12])[CH:3]=2)[C:21](=[O:22])[O:20]1. The yield is 0.800. (8) The reactants are ClC(Cl)(O[C:5](=[O:11])OC(Cl)(Cl)Cl)Cl.[C:13]12([CH2:23][CH2:24][NH:25][CH3:26])[CH2:22][CH:17]3[CH2:18][CH:19]([CH2:21][CH:15]([CH2:16]3)[CH2:14]1)[CH2:20]2.C(N(C(C)C)CC)(C)C.[CH3:36][NH:37][CH2:38][CH2:39][CH2:40][C:41]1[CH:46]=[CH:45][N:44]=[CH:43][CH:42]=1. The catalyst is ClCCl.C(OCC)C. The product is [C:13]12([CH2:23][CH2:24][N:25]([CH3:26])[C:5]([N:37]([CH3:36])[CH2:38][CH2:39][CH2:40][C:41]3[CH:42]=[CH:43][N:44]=[CH:45][CH:46]=3)=[O:11])[CH2:20][CH:19]3[CH2:18][CH:17]([CH2:16][CH:15]([CH2:21]3)[CH2:14]1)[CH2:22]2. The yield is 0.540. (9) The reactants are [NH2:1][C:2]1[CH:9]=[C:8]([N+:10]([O-:12])=[O:11])[CH:7]=[CH:6][C:3]=1[CH2:4][OH:5].CCN(CC)CC.[Cl:20][CH2:21][CH2:22][N:23]([CH2:28][CH2:29][Cl:30])[P:24](Cl)(Cl)=[O:25]. The catalyst is CCOC(C)=O. The product is [N+:10]([C:8]1[CH:7]=[CH:6][C:3]2[CH2:4][O:5][P:24](=[O:25])([N:23]([CH2:28][CH2:29][Cl:30])[CH2:22][CH2:21][Cl:20])[NH:1][C:2]=2[CH:9]=1)([O-:12])=[O:11]. The yield is 0.225. (10) The reactants are BrC1C([C:20]2[S:21][C:22]([Cl:30])=[C:23]([CH2:25][CH2:26][N:27]([CH3:29])[CH3:28])[CH:24]=2)=NC(NCCN2C(C)(C)C(=O)NC2=O)=NC=1.C(=O)([O-])[O-].[K+].[K+].[I-].[Na+].Br[CH2:40][CH2:41]CCBr. The catalyst is C(#N)C. The product is [Cl:30][C:22]1[S:21][CH:20]=[CH:24][C:23]=1[CH2:25][CH2:26][N:27]1[CH2:28][CH2:41][CH2:40][CH2:29]1. The yield is 0.140.